From a dataset of Retrosynthesis with 50K atom-mapped reactions and 10 reaction types from USPTO. Predict the reactants needed to synthesize the given product. (1) Given the product CS(=O)(=O)Nc1cccc(N(Cc2ccccc2)Cc2ccccc2)c1CO, predict the reactants needed to synthesize it. The reactants are: CS(=O)(=O)Nc1cccc(N(Cc2ccccc2)Cc2ccccc2)c1C=O. (2) Given the product CN(CCCC(=O)c1ccc(F)cc1)CC1CCN(Cc2ccccc2)CC1, predict the reactants needed to synthesize it. The reactants are: CNCC1CCN(Cc2ccccc2)CC1.O=C(CCCI)c1ccc(F)cc1.